Dataset: Forward reaction prediction with 1.9M reactions from USPTO patents (1976-2016). Task: Predict the product of the given reaction. Given the reactants [C:1]1([CH2:7][CH2:8][CH:9]=O)[CH:6]=[CH:5][CH:4]=[CH:3][CH:2]=1.C([BH3-])#N.[Na+].[NH2:15][CH2:16][CH2:17][O:18][C:19]1[CH:24]=[CH:23][C:22]([CH2:25][CH:26]([CH2:32][CH2:33][CH2:34][CH3:35])[C:27]([O:29][CH2:30][CH3:31])=[O:28])=[CH:21][CH:20]=1, predict the reaction product. The product is: [CH2:32]([CH:26]([CH2:25][C:22]1[CH:23]=[CH:24][C:19]([O:18][CH2:17][CH2:16][NH:15][CH2:9][CH2:8][CH2:7][C:1]2[CH:6]=[CH:5][CH:4]=[CH:3][CH:2]=2)=[CH:20][CH:21]=1)[C:27]([O:29][CH2:30][CH3:31])=[O:28])[CH2:33][CH2:34][CH3:35].